Predict the product of the given reaction. From a dataset of Forward reaction prediction with 1.9M reactions from USPTO patents (1976-2016). (1) The product is: [F:19][C:20]1[CH:21]=[CH:22][C:23]([CH2:24][NH:25][C:26](=[O:27])[C:28]2[CH:33]=[CH:32][C:31]([S:34]([N:6]3[C:7]4[C:12](=[CH:11][CH:10]=[CH:9][CH:8]=4)[C:4]([CH:1]([CH3:3])[CH3:2])=[CH:5]3)(=[O:35])=[O:36])=[CH:30][CH:29]=2)=[CH:38][CH:39]=1. Given the reactants [CH:1]([C:4]1[C:12]2[C:7](=[CH:8][CH:9]=[CH:10][CH:11]=2)[NH:6][CH:5]=1)([CH3:3])[CH3:2].CC(C)([O-])C.[K+].[F:19][C:20]1[CH:39]=[CH:38][C:23]([CH2:24][NH:25][C:26]([C:28]2[CH:33]=[CH:32][C:31]([S:34](Cl)(=[O:36])=[O:35])=[CH:30][CH:29]=2)=[O:27])=[CH:22][CH:21]=1.C(OC(C)=O)C.O, predict the reaction product. (2) Given the reactants N(C(OC(C)C)=O)=NC(OC(C)C)=O.[NH:15]1[C:20]2[CH:21]=[CH:22][CH:23]=[CH:24][C:19]=2[C:18](=[O:25])[O:17][C:16]1=[O:26].[CH3:27][CH:28]([CH3:32])[CH2:29][CH2:30]O.C1(P(C2C=CC=CC=2)C2C=CC=CC=2)C=CC=CC=1, predict the reaction product. The product is: [CH3:27][CH:28]([CH3:32])[CH2:29][CH2:30][N:15]1[C:20]2[CH:21]=[CH:22][CH:23]=[CH:24][C:19]=2[C:18](=[O:25])[O:17][C:16]1=[O:26]. (3) Given the reactants [F:1][C:2]1[CH:3]=[C:4]([C@@H:8]2[N:12]([C:13]3[CH:18]=[CH:17][C:16]([O:19][C:20]([F:23])([F:22])[F:21])=[CH:15][CH:14]=3)[C:11](=[O:24])[CH2:10][CH2:9]2)[CH:5]=[CH:6][CH:7]=1.[H-].[Na+].CO.[Cl:29][C:30]1[CH:39]=[CH:38][C:33]([C:34](OC)=[O:35])=[CH:32][CH:31]=1.[NH4+].[Cl-], predict the reaction product. The product is: [Cl:29][C:30]1[CH:39]=[CH:38][C:33]([C:34]([CH:10]2[CH2:9][C@H:8]([C:4]3[CH:5]=[CH:6][CH:7]=[C:2]([F:1])[CH:3]=3)[N:12]([C:13]3[CH:14]=[CH:15][C:16]([O:19][C:20]([F:21])([F:22])[F:23])=[CH:17][CH:18]=3)[C:11]2=[O:24])=[O:35])=[CH:32][CH:31]=1. (4) Given the reactants [N:1]1([CH2:6][CH:7]2[CH2:12][CH2:11][NH:10][CH2:9][CH2:8]2)[CH2:5][CH2:4][CH2:3][CH2:2]1.F[C:14]1[CH:21]=[CH:20][C:17]([CH:18]=[O:19])=[C:16]([C:22]([F:25])([F:24])[F:23])[CH:15]=1, predict the reaction product. The product is: [N:1]1([CH2:6][CH:7]2[CH2:12][CH2:11][N:10]([C:14]3[CH:21]=[CH:20][C:17]([CH:18]=[O:19])=[C:16]([C:22]([F:23])([F:25])[F:24])[CH:15]=3)[CH2:9][CH2:8]2)[CH2:5][CH2:4][CH2:3][CH2:2]1. (5) Given the reactants [Cl:1][C:2]1[CH:3]=[C:4](B(O)O)[CH:5]=[C:6]([Cl:8])[CH:7]=1.Br[C:13]([C:15]([F:18])([F:17])[F:16])=[CH2:14].C([O-])([O-])=O.[K+].[K+], predict the reaction product. The product is: [Cl:1][C:2]1[CH:3]=[C:4]([C:13]([C:15]([F:18])([F:17])[F:16])=[CH2:14])[CH:5]=[C:6]([Cl:8])[CH:7]=1. (6) Given the reactants C(OC(C1C=CC([C:14]2[C:15]([CH3:52])([CH3:51])[C@H:16]3[C@:29]([CH3:32])([CH2:30][CH:31]=2)[C@@H:28]2[C@:19]([CH3:50])([C@@:20]4([CH3:49])[C@H:25]([CH2:26][CH2:27]2)[C@H:24]2[C@H:33](C(CN(CCN(C)C)C)=C)[CH2:34][CH2:35][C@:23]2([C:46]([OH:48])=[O:47])[CH2:22][CH2:21]4)[CH2:18][CH2:17]3)=CC=1)=O)(C)(C)C.C(O)(C(F)(F)F)=O, predict the reaction product. The product is: [CH3:49][C:20]12[C:19]3([CH3:50])[CH:28]([C:29]4([CH3:32])[CH:16]([CH2:17][CH2:18]3)[C:15]([CH3:51])([CH3:52])[CH:14]=[CH:31][CH2:30]4)[CH2:27][CH2:26][CH:25]1[CH:24]1[CH2:33][CH2:34][CH2:35][C:23]1([C:46]([OH:48])=[O:47])[CH2:22][CH2:21]2. (7) Given the reactants [Br:1][C:2]1[C:13]([CH3:14])=[CH:12][C:5]([O:6][CH2:7][CH2:8][C:9]([OH:11])=O)=[CH:4][C:3]=1[CH3:15].CN([C:19]([O:23][N:24]1N=NC2C=CC=C[C:25]1=2)=[N+](C)C)C.[B-](F)(F)(F)F.CONC, predict the reaction product. The product is: [Br:1][C:2]1[C:3]([CH3:15])=[CH:4][C:5]([O:6][CH2:7][CH2:8][C:9]([N:24]([O:23][CH3:19])[CH3:25])=[O:11])=[CH:12][C:13]=1[CH3:14]. (8) The product is: [Cl:10][C:11]1[CH:19]=[CH:18][C:14]([C:15]2[NH:8][C:4]3=[N:5][CH:6]=[CH:7][C:2]([CH3:1])=[C:3]3[N:9]=2)=[CH:13][CH:12]=1. Given the reactants [CH3:1][C:2]1[CH:7]=[CH:6][N:5]=[C:4]([NH2:8])[C:3]=1[NH2:9].[Cl:10][C:11]1[CH:19]=[CH:18][C:14]([C:15](O)=O)=[CH:13][CH:12]=1.[OH-].[Na+], predict the reaction product.